From a dataset of TCR-epitope binding with 47,182 pairs between 192 epitopes and 23,139 TCRs. Binary Classification. Given a T-cell receptor sequence (or CDR3 region) and an epitope sequence, predict whether binding occurs between them. (1) The epitope is KLPDDFTGCV. The TCR CDR3 sequence is CASSSPGLVLNYEQYF. Result: 1 (the TCR binds to the epitope). (2) The epitope is KLPDDFTGCV. The TCR CDR3 sequence is CASSQDSSYEQYF. Result: 1 (the TCR binds to the epitope). (3) The epitope is FLNRFTTTL. The TCR CDR3 sequence is CASSAWTGSQPQHF. Result: 0 (the TCR does not bind to the epitope).